From a dataset of Catalyst prediction with 721,799 reactions and 888 catalyst types from USPTO. Predict which catalyst facilitates the given reaction. (1) Reactant: [OH:1][C:2]1[C:10]2[C:9](=[O:11])[O:8][C:7](=O)[C:6]=2[CH:5]=[CH:4][CH:3]=1.C([O-])(=O)C.[Na+].Cl.[CH3:19][NH2:20]. Product: [OH:1][C:2]1[CH:3]=[CH:4][CH:5]=[C:6]2[C:10]=1[C:9](=[O:11])[N:20]([CH3:19])[C:7]2=[O:8]. The catalyst class is: 15. (2) The catalyst class is: 345. Reactant: CO[C:3](=[O:12])[C:4]1[CH:9]=[CH:8][CH:7]=[CH:6][C:5]=1[CH2:10]Br.[Cl:13][C:14]1[CH:15]=[C:16]([CH2:20][CH2:21][CH2:22][NH2:23])[CH:17]=[CH:18][CH:19]=1.C([O-])([O-])=O.[K+].[K+].C(OCC)(=O)C. Product: [Cl:13][C:14]1[CH:15]=[C:16]([CH2:20][CH2:21][CH2:22][N:23]2[CH2:10][C:5]3[C:4](=[CH:9][CH:8]=[CH:7][CH:6]=3)[C:3]2=[O:12])[CH:17]=[CH:18][CH:19]=1.